From a dataset of Full USPTO retrosynthesis dataset with 1.9M reactions from patents (1976-2016). Predict the reactants needed to synthesize the given product. (1) The reactants are: Cl[C:2]1[N:7]=[N:6][C:5]([C:8]([F:11])([F:10])[F:9])=[CH:4][CH:3]=1.[OH-:12].[Na+]. Given the product [F:9][C:8]([F:11])([F:10])[C:5]1[N:6]=[N:7][C:2]([OH:12])=[CH:3][CH:4]=1, predict the reactants needed to synthesize it. (2) Given the product [NH2:54][CH2:55][C@@H:60]1[CH2:59][CH2:58][N:57]([CH2:61][C:62]2[C:71]([Cl:72])=[C:70]3[C:65]([C:66](=[O:87])[N:67]([CH2:74][C:75]4[CH:80]=[C:79]([Cl:81])[CH:78]=[CH:77][C:76]=4[S:82]([CH2:85][CH3:86])(=[O:83])=[O:84])[C:68](=[O:73])[NH:69]3)=[CH:64][C:63]=2[O:88][C:89]([F:92])([F:91])[F:90])[CH2:56]1, predict the reactants needed to synthesize it. The reactants are: ClC1C(C=O)=C(OC(F)(F)F)C=C2C=1NC(=O)N(CC1C=C(Cl)C=CC=1S(CC)(=O)=O)C2=O.C(OC(=O)NC[C@@H]1CCNC1)(C)(C)C.C(OC(=O)[NH:54][C@H:55]1[CH2:60][CH2:59][CH2:58][N:57]([CH2:61][C:62]2[C:71]([Cl:72])=[C:70]3[C:65]([C:66](=[O:87])[N:67]([CH2:74][C:75]4[CH:80]=[C:79]([Cl:81])[CH:78]=[CH:77][C:76]=4[S:82]([CH2:85][CH3:86])(=[O:84])=[O:83])[C:68](=[O:73])[NH:69]3)=[CH:64][C:63]=2[O:88][C:89]([F:92])([F:91])[F:90])[CH2:56]1)(C)(C)C. (3) Given the product [CH3:28][O:27][C:26]1[C:3](=[O:2])[C:4]([CH3:33])=[C:5]([CH2:6][C:7]2[CH:8]=[CH:9][C:10]([C:16]3[CH:17]=[CH:18][C:19]([O:22][CH3:23])=[CH:20][CH:21]=3)=[C:11]([CH:15]=2)[C:12]([OH:14])=[O:13])[C:24](=[O:31])[C:25]=1[O:29][CH3:30], predict the reactants needed to synthesize it. The reactants are: C[O:2][C:3]1[C:4]([CH3:33])=[C:5]([C:24]([O:31]C)=[C:25]([O:29][CH3:30])[C:26]=1[O:27][CH3:28])[CH2:6][C:7]1[CH:8]=[CH:9][C:10]([C:16]2[CH:21]=[CH:20][C:19]([O:22][CH3:23])=[CH:18][CH:17]=2)=[C:11]([CH:15]=1)[C:12]([OH:14])=[O:13].O=[N+]([O-])[O-].[O-][N+](=O)[O-].[O-][N+](=O)[O-].[O-][N+](=O)[O-].[O-][N+](=O)[O-].[O-][N+](=O)[O-].[Ce+4].[NH4+].[NH4+]. (4) Given the product [Li+:5].[CH3:7][CH:6]([N-:9][CH:10]([CH3:12])[CH3:11])[CH3:8].[Br:21][C:22]1[CH:23]=[N:24][CH:25]=[CH:26][C:27]=1[CH2:28][C:47]([C:43]1[CH:42]=[C:41]2[C:46](=[CH:45][CH:44]=1)[C:38](=[N:37][O:36][Si:29]([C:32]([CH3:35])([CH3:34])[CH3:33])([CH3:30])[CH3:31])[CH2:39][CH2:40]2)=[O:48], predict the reactants needed to synthesize it. The reactants are: C([Li:5])CCC.[CH:6]([NH:9][CH:10]([CH3:12])[CH3:11])([CH3:8])[CH3:7].[Li+].CC([N-]C(C)C)C.[Br:21][C:22]1[CH:23]=[N:24][CH:25]=[CH:26][C:27]=1[CH3:28].[Si:29]([O:36][N:37]=[C:38]1[C:46]2[C:41](=[CH:42][C:43]([C:47](OC)=[O:48])=[CH:44][CH:45]=2)[CH2:40][CH2:39]1)([C:32]([CH3:35])([CH3:34])[CH3:33])([CH3:31])[CH3:30].[Cl-].[NH4+].